Dataset: Full USPTO retrosynthesis dataset with 1.9M reactions from patents (1976-2016). Task: Predict the reactants needed to synthesize the given product. (1) The reactants are: Cl[C:2]1[CH:3]=[C:4]([C:14]([NH:16][CH2:17][C:18]2[C:19](=[O:26])[NH:20][C:21]([CH3:25])=[CH:22][C:23]=2[CH3:24])=[O:15])[C:5]2[CH:10]=[N:9][N:8]([CH:11]([CH3:13])[CH3:12])[C:6]=2[N:7]=1.[CH3:27][N:28]1[CH2:33][CH2:32][N:31]([C:34]2[CH:39]=[CH:38][C:37](B3OC(C)(C)C(C)(C)O3)=[CH:36][N:35]=2)[CH2:30][CH2:29]1.C(=O)([O-])[O-].[Na+].[Na+]. Given the product [CH3:24][C:23]1[CH:22]=[C:21]([CH3:25])[NH:20][C:19](=[O:26])[C:18]=1[CH2:17][NH:16][C:14]([C:4]1[C:5]2[CH:10]=[N:9][N:8]([CH:11]([CH3:13])[CH3:12])[C:6]=2[N:7]=[C:2]([C:37]2[CH:36]=[N:35][C:34]([N:31]3[CH2:30][CH2:29][N:28]([CH3:27])[CH2:33][CH2:32]3)=[CH:39][CH:38]=2)[CH:3]=1)=[O:15], predict the reactants needed to synthesize it. (2) Given the product [CH2:48]([NH:50][C:3]1[N:4]=[CH:5][C:6]2[C:15](=[O:16])[N:14]([CH2:17][CH:18]3[CH2:19][CH2:20][N:21]([C:24]([O:26][C:27]([CH3:29])([CH3:28])[CH3:30])=[O:25])[CH2:22][CH2:23]3)[CH2:13][C@H:12]3[N:8]([CH2:9][CH2:10][CH2:11]3)[C:7]=2[N:31]=1)[CH3:49], predict the reactants needed to synthesize it. The reactants are: CS[C:3]1[N:4]=[CH:5][C:6]2[C:15](=[O:16])[N:14]([CH2:17][CH:18]3[CH2:23][CH2:22][N:21]([C:24]([O:26][C:27]([CH3:30])([CH3:29])[CH3:28])=[O:25])[CH2:20][CH2:19]3)[CH2:13][C@H:12]3[N:8]([CH2:9][CH2:10][CH2:11]3)[C:7]=2[N:31]=1.ClC1C=CC=C(C(OO)=O)C=1.C(=O)(O)[O-].[Na+].[CH2:48]([NH2:50])[CH3:49].C1COCC1. (3) Given the product [O:30]=[C:26]1[CH2:25][C:24]2[C:28](=[CH:29][C:21]([C:19]([C:18]3[CH:17]=[C:16]([NH:15][C:7]([C:6]4[N:2]([CH3:1])[N:3]=[C:4]([CH3:10])[CH:5]=4)=[O:9])[CH:33]=[CH:32][CH:31]=3)=[O:20])=[CH:22][CH:23]=2)[NH:27]1, predict the reactants needed to synthesize it. The reactants are: [CH3:1][N:2]1[C:6]([C:7]([OH:9])=O)=[CH:5][C:4]([CH3:10])=[N:3]1.S(Cl)(Cl)=O.[NH2:15][C:16]1[CH:17]=[C:18]([CH:31]=[CH:32][CH:33]=1)[C:19]([C:21]1[CH:29]=[C:28]2[C:24]([CH2:25][C:26](=[O:30])[NH:27]2)=[CH:23][CH:22]=1)=[O:20]. (4) The reactants are: [CH3:1][O:2][C:3]1[CH:4]=[C:5]2[C:9](=[CH:10][CH:11]=1)[NH:8][CH:7]=[CH:6]2.CC(C)([O-])C.[K+].[NH2:18]Cl. Given the product [CH3:1][O:2][C:3]1[CH:4]=[C:5]2[C:9](=[CH:10][CH:11]=1)[N:8]([NH2:18])[CH:7]=[CH:6]2, predict the reactants needed to synthesize it. (5) Given the product [NH:1]1[C:9]2[C:4](=[CH:5][C:6]([NH:10][C:11]3[C:12]4[C:19]5[CH2:20][CH2:21][CH:22]([C:24]([N:29]([CH3:30])[CH3:28])=[O:25])[CH2:23][C:18]=5[S:17][C:13]=4[N:14]=[CH:15][N:16]=3)=[CH:7][CH:8]=2)[CH:3]=[N:2]1, predict the reactants needed to synthesize it. The reactants are: [NH:1]1[C:9]2[C:4](=[CH:5][C:6]([NH:10][C:11]3[C:12]4[C:19]5[CH2:20][CH2:21][CH:22]([C:24](O)=[O:25])[CH2:23][C:18]=5[S:17][C:13]=4[N:14]=[CH:15][N:16]=3)=[CH:7][CH:8]=2)[CH:3]=[N:2]1.[Cl-].[CH3:28][NH2+:29][CH3:30].C(N(CC)C(C)C)(C)C.C(P1(=O)OP(CCC)(=O)OP(CCC)(=O)O1)CC.C(P(OP(CCC)=O)=O)CC. (6) Given the product [CH3:1][O:2][C:3]([C:5]1[CH:10]=[CH:9][C:8]([C:11]([N:27]=[N+:28]=[N-:29])=[O:13])=[CH:7][N:6]=1)=[O:4], predict the reactants needed to synthesize it. The reactants are: [CH3:1][O:2][C:3]([C:5]1[CH:10]=[CH:9][C:8]([C:11]([OH:13])=O)=[CH:7][N:6]=1)=[O:4].C(N(CC)CC)C.ClC(OCC)=O.[N-:27]=[N+:28]=[N-:29].[Na+]. (7) Given the product [F:23][C:14]([C:19]([F:20])([F:21])[F:22])([C:15]([F:16])([F:17])[F:18])[CH2:13][CH:12]([C:24]([F:25])([F:27])[F:26])[CH2:11][CH:10]([C:28]([F:31])([F:30])[F:29])[CH2:9][CH2:8][OH:7], predict the reactants needed to synthesize it. The reactants are: [Na].CO.C([O:7][CH2:8][CH2:9][CH:10]([C:28]([F:31])([F:30])[F:29])[CH2:11][CH:12]([C:24]([F:27])([F:26])[F:25])[CH2:13][C:14]([F:23])([C:19]([F:22])([F:21])[F:20])[C:15]([F:18])([F:17])[F:16])(=O)C.Cl. (8) Given the product [Cl:1][C:2]1[CH:3]=[C:4]([CH:12]([CH2:22][CH:23]2[CH2:27][CH2:26][C:25](=[N:32][O:31][CH3:30])[CH2:24]2)[C:13]([NH:15][C:16]2[CH:21]=[N:20][CH:19]=[CH:18][N:17]=2)=[O:14])[CH:5]=[CH:6][C:7]=1[S:8]([CH3:11])(=[O:10])=[O:9], predict the reactants needed to synthesize it. The reactants are: [Cl:1][C:2]1[CH:3]=[C:4]([CH:12]([CH2:22][CH:23]2[CH2:27][CH2:26][C:25](=O)[CH2:24]2)[C:13]([NH:15][C:16]2[CH:21]=[N:20][CH:19]=[CH:18][N:17]=2)=[O:14])[CH:5]=[CH:6][C:7]=1[S:8]([CH3:11])(=[O:10])=[O:9].Cl.[CH3:30][O:31][NH2:32]. (9) Given the product [ClH:29].[ClH:29].[NH2:7][C@H:8]([C:10]1[N:14]([C:15]2[CH:20]=[CH:19][CH:18]=[CH:17][N:16]=2)[C:13]2[C:21]([C:26]#[N:27])=[C:22]([F:25])[CH:23]=[CH:24][C:12]=2[N:11]=1)[CH3:9], predict the reactants needed to synthesize it. The reactants are: C(OC(=O)[NH:7][C@H:8]([C:10]1[N:14]([C:15]2[CH:20]=[CH:19][CH:18]=[CH:17][N:16]=2)[C:13]2[C:21]([C:26]#[N:27])=[C:22]([F:25])[CH:23]=[CH:24][C:12]=2[N:11]=1)[CH3:9])(C)(C)C.[ClH:29].